Dataset: Full USPTO retrosynthesis dataset with 1.9M reactions from patents (1976-2016). Task: Predict the reactants needed to synthesize the given product. (1) Given the product [C:1]([O:5][C:6](=[O:20])[NH:7][C@@H:8]([CH:9]([O:23][CH2:24][CH2:25][I:26])[O:10][CH2:36][CH3:37])[CH2:11][O:12][Si:13]([C:16]([CH3:19])([CH3:18])[CH3:17])([CH3:14])[CH3:15])([CH3:4])([CH3:2])[CH3:3], predict the reactants needed to synthesize it. The reactants are: [C:1]([O:5][C:6](=[O:20])[NH:7][C@@H:8]([CH2:11][O:12][Si:13]([C:16]([CH3:19])([CH3:18])[CH3:17])([CH3:15])[CH3:14])[CH2:9][OH:10])([CH3:4])([CH3:3])[CH3:2].C([O:23][CH2:24][CH3:25])=C.[I:26]N1C(=O)CCC1=O.[Cl-].[Na+].[C:36](#N)[CH3:37]. (2) Given the product [CH3:25][S:26]([O:1][C@H:2]1[CH2:7][CH2:6][C@@H:5]([C@H:8]([NH:10][C:11]([O:12][C:13]([CH3:16])([CH3:15])[CH3:14])=[O:17])[CH3:9])[CH2:4][CH2:3]1)(=[O:28])=[O:27], predict the reactants needed to synthesize it. The reactants are: [OH:1][C@@H:2]1[CH2:7][CH2:6][C@H:5]([C@H:8]([NH:10][C:11](=[O:17])[O:12][C:13]([CH3:16])([CH3:15])[CH3:14])[CH3:9])[CH2:4][CH2:3]1.C(N(CC)CC)C.[CH3:25][S:26](Cl)(=[O:28])=[O:27]. (3) Given the product [CH:44]1([CH2:43][C@H:34]([NH:33][C:30]([C@@H:9]2[CH2:10][C@@H:11]([O:13][C:14]3[C:15]4[S:29][CH:28]=[CH:27][C:16]=4[N:17]=[C:18]([C:20]4[N:24]([CH3:25])[N:23]=[C:22]([CH3:26])[CH:21]=4)[N:19]=3)[CH2:12][N:8]2[C:6]([O:5][C:1]([CH3:2])([CH3:3])[CH3:4])=[O:7])=[O:31])[CH:35]([OH:42])[C:36]([NH:38][CH:39]2[CH2:40][CH2:41]2)=[O:37])[CH2:47][CH2:46][CH2:45]1, predict the reactants needed to synthesize it. The reactants are: [C:1]([O:5][C:6]([N:8]1[CH2:12][C@H:11]([O:13][C:14]2[C:15]3[S:29][CH:28]=[CH:27][C:16]=3[N:17]=[C:18]([C:20]3[N:24]([CH3:25])[N:23]=[C:22]([CH3:26])[CH:21]=3)[N:19]=2)[CH2:10][C@H:9]1[C:30](O)=[O:31])=[O:7])([CH3:4])([CH3:3])[CH3:2].[NH2:33][C@@H:34]([CH2:43][CH:44]1[CH2:47][CH2:46][CH2:45]1)[CH:35]([OH:42])[C:36]([NH:38][CH:39]1[CH2:41][CH2:40]1)=[O:37].CN(C(ON1N=NC2C=CC=NC1=2)=[N+](C)C)C.F[P-](F)(F)(F)(F)F.CCN(C(C)C)C(C)C. (4) Given the product [Cl:1][C:2]1[N:3]=[C:4]([N:11]2[CH2:16][CH2:15][O:14][CH2:13][CH2:12]2)[C:5]2[CH:10]=[C:9]([C:23]([OH:24])([CH3:25])[CH3:22])[S:8][C:6]=2[N:7]=1, predict the reactants needed to synthesize it. The reactants are: [Cl:1][C:2]1[N:3]=[C:4]([N:11]2[CH2:16][CH2:15][O:14][CH2:13][CH2:12]2)[C:5]2[CH:10]=[CH:9][S:8][C:6]=2[N:7]=1.C([Li])CCC.[CH3:22][C:23]([CH3:25])=[O:24]. (5) Given the product [CH3:22][CH:23]([CH3:1])[C:24]([C:7]1[CH:12]=[CH:11][C:10]([N:13]2[CH2:18][CH2:17][O:16][CH2:15][CH2:14]2)=[CH:9][CH:8]=1)=[O:20], predict the reactants needed to synthesize it. The reactants are: [CH2:1]([Li])CCC.Br[C:7]1[CH:12]=[CH:11][C:10]([N:13]2[CH2:18][CH2:17][O:16][CH2:15][CH2:14]2)=[CH:9][CH:8]=1.O.[O:20]1[CH2:24][CH2:23][CH2:22]C1. (6) The reactants are: [Br:1][C:2]1[C:3]([OH:19])=[C:4]([NH:8][C:9](=[O:18])[CH:10](Cl)[C:11]2[CH:16]=[CH:15][CH:14]=[CH:13][CH:12]=2)[CH:5]=[CH:6][CH:7]=1.C(=O)([O-])[O-].[K+].[K+].Cl.O. Given the product [Br:1][C:2]1[C:3]2[O:19][CH:10]([C:11]3[CH:16]=[CH:15][CH:14]=[CH:13][CH:12]=3)[C:9](=[O:18])[NH:8][C:4]=2[CH:5]=[CH:6][CH:7]=1, predict the reactants needed to synthesize it.